Dataset: Full USPTO retrosynthesis dataset with 1.9M reactions from patents (1976-2016). Task: Predict the reactants needed to synthesize the given product. (1) Given the product [CH3:13][CH2:1][O:2][C:3]([CH3:4])=[O:12].[CH3:13][OH:14].[NH4+:6].[OH-:2].[CH3:1][O:2][C:3]([C:4]1[CH:5]=[N:6][C:7]2[N:11]=[CH:13][NH:10][C:8]=2[CH:9]=1)=[O:12], predict the reactants needed to synthesize it. The reactants are: [CH3:1][O:2][C:3](=[O:12])[C:4]1[CH:9]=[C:8]([NH2:10])[C:7]([NH2:11])=[N:6][CH:5]=1.[CH:13](OCC)(OCC)[O:14]CC. (2) Given the product [F:23][CH:22]([F:24])[CH2:21][N:4]1[CH2:5][CH:6]([C:7]([O:9][C:10]([CH3:11])([CH3:13])[CH3:12])=[O:8])[N:2]([CH3:1])[C:3]1=[O:14], predict the reactants needed to synthesize it. The reactants are: [CH3:1][N:2]1[CH:6]([C:7]([O:9][C:10]([CH3:13])([CH3:12])[CH3:11])=[O:8])[CH2:5][NH:4][C:3]1=[O:14].FC(F)(F)S(O[CH2:21][CH:22]([F:24])[F:23])(=O)=O.[H-].[Na+].